The task is: Regression/Classification. Given a drug SMILES string, predict its toxicity properties. Task type varies by dataset: regression for continuous values (e.g., LD50, hERG inhibition percentage) or binary classification for toxic/non-toxic outcomes (e.g., AMES mutagenicity, cardiotoxicity, hepatotoxicity). Dataset: ames.. This data is from Ames mutagenicity test results for genotoxicity prediction. The result is 1 (mutagenic). The compound is Cc1[nH]c2c(c3nc4ccccc4c1-3)C(=O)C(N1CCN(C)CC1)=CC2=O.